From a dataset of Catalyst prediction with 721,799 reactions and 888 catalyst types from USPTO. Predict which catalyst facilitates the given reaction. Reactant: Br[CH2:2][C:3]([O:5][C:6]([CH3:9])([CH3:8])[CH3:7])=[O:4].C[C@@H]([NH2:18])C1C=CC=CC=1. Product: [C:6]([O:5][C:3](=[O:4])[CH2:2][NH2:18])([CH3:9])([CH3:8])[CH3:7]. The catalyst class is: 2.